The task is: Predict the reaction yield, written as a fraction of the theoretical maximum amount of product (1.0 means a 100% yield; for example, 0.34 means a 34% yield).. This data is from Reaction yield outcomes from USPTO patents with 853,638 reactions. (1) The yield is 0.510. The reactants are [CH2:1]([O:3][C:4]([CH:6]1[CH2:11][N:10]([S:12]([C:15]2[CH:20]=[C:19]([Cl:21])[CH:18]=[CH:17][C:16]=2[O:22][CH3:23])(=[O:14])=[O:13])[C:9]2[CH:24]=[C:25](Br)[CH:26]=[CH:27][C:8]=2[O:7]1)=[O:5])[CH3:2].[NH2:29][C:30]1[CH:35]=[CH:34][CH:33]=[CH:32][CH:31]=1.N12CCCN=C1CCCCC2.[O:47]1CCC[CH2:48]1. The product is [CH2:1]([O:3][C:4]([CH:6]1[CH2:11][N:10]([S:12]([C:15]2[CH:20]=[C:19]([Cl:21])[CH:18]=[CH:17][C:16]=2[O:22][CH3:23])(=[O:14])=[O:13])[C:9]2[CH:24]=[C:25]([C:48](=[O:47])[NH:29][C:30]3[CH:35]=[CH:34][CH:33]=[CH:32][CH:31]=3)[CH:26]=[CH:27][C:8]=2[O:7]1)=[O:5])[CH3:2]. The catalyst is [C-]#[O+].[C-]#[O+].[C-]#[O+].[C-]#[O+].[C-]#[O+].[C-]#[O+].[Mo].F[B-](F)(F)F.C(P(C(C)(C)C)C(C)(C)C)(C)(C)C. (2) The reactants are [CH3:1][O:2][C:3]1[CH:4]=[C:5]2[C:10](=[CH:11][C:12]=1[O:13][CH3:14])[N:9]=[CH:8][CH:7]=[C:6]2[O:15][C:16]1[CH:21]=[CH:20][C:19]([NH:22][C:23](=O)[CH2:24][O:25][C:26]2[CH:31]=[CH:30][CH:29]=[CH:28][CH:27]=2)=[CH:18][CH:17]=1.Cl.[OH-].[Na+]. The catalyst is O1CCCC1. The product is [CH3:1][O:2][C:3]1[CH:4]=[C:5]2[C:10](=[CH:11][C:12]=1[O:13][CH3:14])[N:9]=[CH:8][CH:7]=[C:6]2[O:15][C:16]1[CH:21]=[CH:20][C:19]([NH:22][CH2:23][CH2:24][O:25][C:26]2[CH:31]=[CH:30][CH:29]=[CH:28][CH:27]=2)=[CH:18][CH:17]=1. The yield is 0.800.